This data is from Catalyst prediction with 721,799 reactions and 888 catalyst types from USPTO. The task is: Predict which catalyst facilitates the given reaction. (1) The catalyst class is: 80. Reactant: [NH2:1][C:2]1[CH:3]=[CH:4][N:5]([CH3:27])[C:6]2[C:7]=1[CH:8]=[CH:9][C:10]1[N:19]([C:20]3[CH:25]=[CH:24][C:23]([F:26])=[CH:22][CH:21]=3)[CH2:18][CH:17]=[C:12]3[NH:13][C:14](=[O:16])[C:15]=2[C:11]=13.C(N(CC)C(C)C)(C)C.CN(C(ON1N=NC2C=CC=NC1=2)=[N+](C)C)C.F[P-](F)(F)(F)(F)F.[Cl:61][C:62]1[CH:67]=[CH:66][C:65]([CH2:68][C:69](O)=[O:70])=[C:64]([F:72])[CH:63]=1. Product: [Cl:61][C:62]1[CH:67]=[CH:66][C:65]([CH2:68][C:69]([NH:1][C:2]2[CH:3]=[CH:4][N:5]([CH3:27])[C:6]3[C:7]=2[CH:8]=[CH:9][C:10]2[N:19]([C:20]4[CH:21]=[CH:22][C:23]([F:26])=[CH:24][CH:25]=4)[CH2:18][CH:17]=[C:12]4[NH:13][C:14](=[O:16])[C:15]=3[C:11]=24)=[O:70])=[C:64]([F:72])[CH:63]=1. (2) Reactant: O1CCC[O:3][CH:2]1[C:7]1[C:12]2[O:13][C:14](=[O:21])[C:15]3[CH2:16][NH:17][CH2:18][CH2:19][C:20]=3[C:11]=2[CH:10]=[CH:9][C:8]=1[OH:22].CCN(CC)CC.Br[CH2:31][C:32]([CH3:34])=[CH2:33]. Product: [OH:22][C:8]1[C:7]([CH:2]=[O:3])=[C:12]2[O:13][C:14](=[O:21])[C:15]3[CH2:16][N:17]([CH2:33][C:32]([CH3:34])=[CH2:31])[CH2:18][CH2:19][C:20]=3[C:11]2=[CH:10][CH:9]=1. The catalyst class is: 3. (3) Product: [Br:1][C:2]1[CH:7]=[C:6]([NH2:8])[CH:5]=[N:4][C:3]=1[O:11][CH2:12][C:13]([F:14])([F:15])[F:16]. Reactant: [Br:1][C:2]1[C:3]([O:11][CH2:12][C:13]([F:16])([F:15])[F:14])=[N:4][CH:5]=[C:6]([N+:8]([O-])=O)[CH:7]=1.Cl. The catalyst class is: 8.